From a dataset of Forward reaction prediction with 1.9M reactions from USPTO patents (1976-2016). Predict the product of the given reaction. (1) Given the reactants C1(C(=[N:14][C:15]2[N:20]=[CH:19][C:18]([CH:21]3[CH2:24][N:23]([C:25]([O:27][C:28]([CH3:31])([CH3:30])[CH3:29])=[O:26])[CH2:22]3)=[CH:17][CH:16]=2)C2C=CC=CC=2)C=CC=CC=1.NO.O, predict the reaction product. The product is: [NH2:14][C:15]1[N:20]=[CH:19][C:18]([CH:21]2[CH2:22][N:23]([C:25]([O:27][C:28]([CH3:31])([CH3:30])[CH3:29])=[O:26])[CH2:24]2)=[CH:17][CH:16]=1. (2) Given the reactants C(O)(C(F)(F)F)=O.[F:8][C:9]1[CH:14]=[CH:13][C:12]([C:15]2[O:39][C:18]3[CH:19]=[C:20]([CH:27]4[CH2:31][CH2:30][CH2:29][N:28]4C(OC(C)(C)C)=O)[C:21]4[O:25][CH:24]([CH3:26])[CH2:23][C:22]=4[C:17]=3[C:16]=2[C:40]([NH:42][CH3:43])=[O:41])=[CH:11][CH:10]=1, predict the reaction product. The product is: [F:8][C:9]1[CH:14]=[CH:13][C:12]([C:15]2[O:39][C:18]3[CH:19]=[C:20]([CH:27]4[CH2:31][CH2:30][CH2:29][NH:28]4)[C:21]4[O:25][CH:24]([CH3:26])[CH2:23][C:22]=4[C:17]=3[C:16]=2[C:40]([NH:42][CH3:43])=[O:41])=[CH:11][CH:10]=1. (3) Given the reactants [CH2:1]([O:8][CH2:9][CH:10]=O)[C:2]1[CH:7]=[CH:6][CH:5]=[CH:4][CH:3]=1.[CH3:12][O:13][CH2:14][CH2:15][NH2:16].[C:17]1(=[O:28])[O:23][C:21](=O)[C:20]2=[CH:24][CH:25]=[CH:26][CH:27]=[C:19]2[CH2:18]1.[CH3:29][O:30][C:31]1[CH:32]=[C:33]([CH:35]=[CH:36][CH:37]=1)[NH2:34], predict the reaction product. The product is: [CH2:1]([O:8][CH2:9][CH:10]1[CH:18]([C:17]([NH:34][C:33]2[CH:35]=[CH:36][CH:37]=[C:31]([O:30][CH3:29])[CH:32]=2)=[O:28])[C:19]2[C:20](=[CH:24][CH:25]=[CH:26][CH:27]=2)[C:21](=[O:23])[N:16]1[CH2:15][CH2:14][O:13][CH3:12])[C:2]1[CH:3]=[CH:4][CH:5]=[CH:6][CH:7]=1.